This data is from Reaction yield outcomes from USPTO patents with 853,638 reactions. The task is: Predict the reaction yield, written as a fraction of the theoretical maximum amount of product (1.0 means a 100% yield; for example, 0.34 means a 34% yield). (1) The reactants are Br[CH2:2][CH2:3][N:4]1[CH:8]=[C:7]([C:9]2[C:17]3[C:12](=[CH:13][C:14]([F:18])=[CH:15][CH:16]=3)[N:11]([S:19]([C:22]3[CH:27]=[CH:26][CH:25]=[CH:24][CH:23]=3)(=[O:21])=[O:20])[CH:10]=2)[CH:6]=[N:5]1.[NH:28]1[CH2:33][CH2:32][NH:31][CH2:30][CH2:29]1. No catalyst specified. The product is [F:18][C:14]1[CH:13]=[C:12]2[C:17]([C:9]([C:7]3[CH:6]=[N:5][N:4]([CH2:3][CH2:2][N:28]4[CH2:33][CH2:32][NH:31][CH2:30][CH2:29]4)[CH:8]=3)=[CH:10][N:11]2[S:19]([C:22]2[CH:27]=[CH:26][CH:25]=[CH:24][CH:23]=2)(=[O:21])=[O:20])=[CH:16][CH:15]=1. The yield is 0.680. (2) The yield is 0.740. The reactants are [CH:1]1([N:4]2[C:9]3[N:10]=[C:11]([S:14][CH3:15])[N:12]=[CH:13][C:8]=3[CH:7]=[CH:6][C:5]2=[O:16])[CH2:3][CH2:2]1.C1(S(N2C(C3C=CC=CC=3)O2)(=O)=[O:24])C=CC=CC=1. The product is [CH:1]1([N:4]2[C:9]3[N:10]=[C:11]([S:14]([CH3:15])=[O:24])[N:12]=[CH:13][C:8]=3[CH:7]=[CH:6][C:5]2=[O:16])[CH2:3][CH2:2]1. The catalyst is C(Cl)Cl. (3) The catalyst is C1(C)C=CC=CC=1. The yield is 0.960. The reactants are C([O:5][C:6](=[O:63])[CH2:7][O:8][CH2:9][CH2:10][O:11][CH2:12][CH2:13][O:14][CH2:15][CH2:16][O:17][CH2:18][CH2:19][O:20][CH2:21][CH2:22][O:23][C:24]1[CH:29]=[CH:28][C:27]([O:30][CH2:31][CH2:32][O:33][CH2:34][CH2:35][O:36][CH2:37][CH2:38][O:39][CH2:40][CH2:41][O:42][CH2:43][CH2:44][N:45]([CH:50]2[C:62]3[CH:61]=[CH:60][CH:59]=[CH:58][C:57]=3[C:56]3[C:51]2=[CH:52][CH:53]=[CH:54][CH:55]=3)[C:46]([O:48][CH3:49])=[O:47])=[CH:26][CH:25]=1)(C)(C)C. The product is [CH:52]1[C:51]2[CH:50]([N:45]([C:46]([O:48][CH3:49])=[O:47])[CH2:44][CH2:43][O:42][CH2:41][CH2:40][O:39][CH2:38][CH2:37][O:36][CH2:35][CH2:34][O:33][CH2:32][CH2:31][O:30][C:27]3[CH:26]=[CH:25][C:24]([O:23][CH2:22][CH2:21][O:20][CH2:19][CH2:18][O:17][CH2:16][CH2:15][O:14][CH2:13][CH2:12][O:11][CH2:10][CH2:9][O:8][CH2:7][C:6]([OH:63])=[O:5])=[CH:29][CH:28]=3)[C:62]3[C:57](=[CH:58][CH:59]=[CH:60][CH:61]=3)[C:56]=2[CH:55]=[CH:54][CH:53]=1. (4) The reactants are [F:1][C:2]1[CH:7]=[C:6]([C:8]2[CH:13]=[CH:12][N:11]=[CH:10][CH:9]=2)[CH:5]=[CH:4][C:3]=1[C:14]1[O:15][C:16]2[C:22]([C:23](OC)=[O:24])=[CH:21][CH:20]=[CH:19][C:17]=2[N:18]=1.[NH3:27]. The catalyst is CO. The product is [F:1][C:2]1[CH:7]=[C:6]([C:8]2[CH:13]=[CH:12][N:11]=[CH:10][CH:9]=2)[CH:5]=[CH:4][C:3]=1[C:14]1[O:15][C:16]2[C:22]([C:23]([NH2:27])=[O:24])=[CH:21][CH:20]=[CH:19][C:17]=2[N:18]=1. The yield is 0.620. (5) The reactants are CS(C)=O.C(=O)=O.CC(C)=O.C(Cl)(=O)C(Cl)=O.[C:18]([O:22][C:23](=[O:37])[NH:24][CH2:25][CH:26]([OH:36])[CH2:27][NH:28][C:29]([O:31][C:32]([CH3:35])([CH3:34])[CH3:33])=[O:30])([CH3:21])([CH3:20])[CH3:19].C(N(CC)CC)C. The catalyst is C(Cl)Cl.O. The product is [C:18]([O:22][C:23](=[O:37])[NH:24][CH2:25][C:26](=[O:36])[CH2:27][NH:28][C:29]([O:31][C:32]([CH3:35])([CH3:34])[CH3:33])=[O:30])([CH3:21])([CH3:19])[CH3:20]. The yield is 0.880. (6) The reactants are [C:1]([NH:9][C:10]1[CH:30]=[CH:29][N:13]([C@@H:14]2[O:28][C@H:18]([CH2:19][O:20][Si:21]([C:24]([CH3:27])([CH3:26])[CH3:25])([CH3:23])[CH3:22])[C@@H:16]([OH:17])[CH2:15]2)[C:12](=[O:31])[N:11]=1)(=[O:8])[C:2]1[CH:7]=[CH:6][CH:5]=[CH:4][CH:3]=1.[CH3:32][S:33]([CH3:35])=O.C(OC(=O)C)(=O)C.C([O-])(O)=O.[Na+]. The catalyst is CCOC(C)=O.C(O)(=O)C. The product is [C:1]([NH:9][C:10]1[CH:30]=[CH:29][N:13]([C@@H:14]2[O:28][C@H:18]([CH2:19][O:20][Si:21]([C:24]([CH3:25])([CH3:26])[CH3:27])([CH3:23])[CH3:22])[C@@H:16]([O:17][CH2:32][S:33][CH3:35])[CH2:15]2)[C:12](=[O:31])[N:11]=1)(=[O:8])[C:2]1[CH:3]=[CH:4][CH:5]=[CH:6][CH:7]=1. The yield is 0.730.